From a dataset of Blood-brain barrier permeability classification from the B3DB database. Regression/Classification. Given a drug SMILES string, predict its absorption, distribution, metabolism, or excretion properties. Task type varies by dataset: regression for continuous measurements (e.g., permeability, clearance, half-life) or binary classification for categorical outcomes (e.g., BBB penetration, CYP inhibition). Dataset: b3db_classification. The compound is COc1cccc2c1C(=O)c1c(O)c3c(c(O)c1C2=O)C[C@@](O)(C(O)CO)C[C@@H]3O. The result is 0 (does not penetrate BBB).